Dataset: Forward reaction prediction with 1.9M reactions from USPTO patents (1976-2016). Task: Predict the product of the given reaction. (1) Given the reactants [CH2:1]([O:3][C:4]([CH:6]1[CH2:11][CH2:10][N:9]([C:12]2[N:17]=[C:16]([N:18]3[CH2:22][C@@H:21]([N:23]([CH2:41][C:42]4[CH:47]=[C:46]([C:48]([F:51])([F:50])[F:49])[CH:45]=[C:44]([C:52]([F:55])([F:54])[F:53])[CH:43]=4)[C:24]4[N:29]=[CH:28][C:27]([C:30]5[CH:31]=[N:32][N:33](C6CCCCO6)[CH:34]=5)=[CH:26][N:25]=4)[CH2:20][C@H:19]3[CH2:56][CH3:57])[C:15]([Cl:58])=[CH:14][N:13]=2)[CH2:8][CH2:7]1)=[O:5])[CH3:2].Cl.CO.C([O-])(O)=O.[Na+], predict the reaction product. The product is: [CH2:1]([O:3][C:4]([CH:6]1[CH2:11][CH2:10][N:9]([C:12]2[N:17]=[C:16]([N:18]3[CH2:22][C@@H:21]([N:23]([CH2:41][C:42]4[CH:47]=[C:46]([C:48]([F:49])([F:51])[F:50])[CH:45]=[C:44]([C:52]([F:54])([F:55])[F:53])[CH:43]=4)[C:24]4[N:25]=[CH:26][C:27]([C:30]5[CH:34]=[N:33][NH:32][CH:31]=5)=[CH:28][N:29]=4)[CH2:20][C@H:19]3[CH2:56][CH3:57])[C:15]([Cl:58])=[CH:14][N:13]=2)[CH2:8][CH2:7]1)=[O:5])[CH3:2]. (2) Given the reactants C[O:2][C:3](=[O:31])[CH2:4][O:5][C:6]1[CH:11]=[CH:10][C:9]([S:12][CH2:13][C:14]2[CH:19]=[CH:18][C:17]([O:20][CH2:21][C:22]3[CH:27]=[CH:26][C:25]([O:28][CH3:29])=[CH:24][CH:23]=3)=[CH:16][CH:15]=2)=[CH:8][C:7]=1[CH3:30].C(O)(C(F)(F)F)=O.[K+].[Br-], predict the reaction product. The product is: [CH3:29][O:28][C:25]1[CH:26]=[CH:27][C:22]([CH2:21][O:20][C:17]2[CH:18]=[CH:19][C:14]([CH2:13][S:12][C:9]3[CH:10]=[CH:11][C:6]([O:5][CH2:4][C:3]([OH:31])=[O:2])=[C:7]([CH3:30])[CH:8]=3)=[CH:15][CH:16]=2)=[CH:23][CH:24]=1. (3) Given the reactants [O:1]1[C:5]2([CH2:10][CH2:9][C:8](=[O:11])[CH2:7][CH2:6]2)[O:4][CH2:3][CH2:2]1.[CH3:12][Li], predict the reaction product. The product is: [CH3:12][C:8]1([OH:11])[CH2:7][CH2:6][C:5]2([O:4][CH2:3][CH2:2][O:1]2)[CH2:10][CH2:9]1. (4) Given the reactants C([O:3][C:4](=[O:17])[CH2:5][NH:6][C:7]1[CH:12]=[CH:11][C:10]([C:13]([F:16])([F:15])[F:14])=[CH:9][CH:8]=1)C.CO.O1CCCC1.O.[OH-].[Li+], predict the reaction product. The product is: [F:14][C:13]([F:15])([F:16])[C:10]1[CH:11]=[CH:12][C:7]([NH:6][CH2:5][C:4]([OH:17])=[O:3])=[CH:8][CH:9]=1. (5) Given the reactants P12(SP3(SP(SP(S3)(S1)=S)(=S)S2)=S)=[S:2].[CH:15]([NH2:17])=O.Br[CH:19]1[C:24](=O)[CH2:23][CH2:22][CH2:21][CH:20]1[C:26]([O:28][CH3:29])=[O:27], predict the reaction product. The product is: [S:2]1[C:19]2[CH:20]([C:26]([O:28][CH3:29])=[O:27])[CH2:21][CH2:22][CH2:23][C:24]=2[N:17]=[CH:15]1. (6) Given the reactants C1(P(C2C=CC=CC=2)C2C=CC=CC=2)C=CC=CC=1.[N:20]([CH2:23][C:24]1[C:33]2[C:28](=[CH:29][CH:30]=[C:31]([Cl:34])[CH:32]=2)[CH:27]=[CH:26][CH:25]=1)=[N+]=[N-].Cl.C([O-])(O)=O.[Na+], predict the reaction product. The product is: [ClH:34].[Cl:34][C:31]1[CH:32]=[C:33]2[C:28]([CH:27]=[CH:26][CH:25]=[C:24]2[CH2:23][NH2:20])=[CH:29][CH:30]=1. (7) Given the reactants Br[C:2]1[CH:7]=[CH:6][CH:5]=[C:4]([F:8])[C:3]=1[C:9]([F:12])([F:11])[F:10].[OH:13][CH:14]1[CH2:18][CH2:17][NH:16][CH2:15]1, predict the reaction product. The product is: [F:8][C:4]1[C:3]([C:9]([F:12])([F:11])[F:10])=[C:2]([N:16]2[CH2:17][CH2:18][CH:14]([OH:13])[CH2:15]2)[CH:7]=[CH:6][CH:5]=1. (8) Given the reactants Br[C@@H]1[C@@H](OC(=O)C2C=CC=CC=2)[C@H](COC(=O)C2C=CC=CC=2)O[C@H]1Br.[C:27]1(C)[C:28]([C:33]([O:35][C@@H:36]2[C@@H:40]([O:41][C:42]([C:44]3[C:45](C)=[CH:46][CH:47]=[CH:48][CH:49]=3)=[O:43])[C@H:39]([CH2:51][O:52][C:53]([C:55]3[C:56](C)=[CH:57][CH:58]=[CH:59][CH:60]=3)=[O:54])[O:38][C@H:37]2[Br:62])=[O:34])=[CH:29][CH:30]=[CH:31][CH:32]=1, predict the reaction product. The product is: [C:33]([O:35][C@@H:36]1[C@@H:40]([O:41][C:42](=[O:43])[C:44]2[CH:45]=[CH:46][CH:47]=[CH:48][CH:49]=2)[C@H:39]([CH2:51][O:52][C:53](=[O:54])[C:55]2[CH:56]=[CH:57][CH:58]=[CH:59][CH:60]=2)[O:38][C@H:37]1[Br:62])(=[O:34])[C:28]1[CH:27]=[CH:32][CH:31]=[CH:30][CH:29]=1. (9) Given the reactants [C:1]([C:5]1[CH:33]=[CH:32][C:8]([C:9]([NH:11][CH2:12][C:13]2[CH:18]=[CH:17][C:16]([C:19]3[C:20]4[CH:27]=[C:26]([C:28](O)=[O:29])[NH:25][C:21]=4[N:22]=[CH:23][N:24]=3)=[CH:15][C:14]=2[F:31])=[O:10])=[CH:7][CH:6]=1)([CH3:4])([CH3:3])[CH3:2].[CH3:34][N:35](C(ON1N=NC2C=CC=CC1=2)=[N+](C)C)C.F[P-](F)(F)(F)(F)F.CCN(C(C)C)C(C)C.CN.C1COCC1, predict the reaction product. The product is: [CH3:34][NH:35][C:28]([C:26]1[NH:25][C:21]2[N:22]=[CH:23][N:24]=[C:19]([C:16]3[CH:17]=[CH:18][C:13]([CH2:12][NH:11][C:9](=[O:10])[C:8]4[CH:7]=[CH:6][C:5]([C:1]([CH3:4])([CH3:2])[CH3:3])=[CH:33][CH:32]=4)=[C:14]([F:31])[CH:15]=3)[C:20]=2[CH:27]=1)=[O:29].